From a dataset of NCI-60 drug combinations with 297,098 pairs across 59 cell lines. Regression. Given two drug SMILES strings and cell line genomic features, predict the synergy score measuring deviation from expected non-interaction effect. (1) Drug 1: COC1=C(C=C2C(=C1)N=CN=C2NC3=CC(=C(C=C3)F)Cl)OCCCN4CCOCC4. Drug 2: CC1=CC2C(CCC3(C2CCC3(C(=O)C)OC(=O)C)C)C4(C1=CC(=O)CC4)C. Cell line: IGROV1. Synergy scores: CSS=58.7, Synergy_ZIP=16.1, Synergy_Bliss=15.9, Synergy_Loewe=-4.77, Synergy_HSA=15.1. (2) Drug 1: CCC1(CC2CC(C3=C(CCN(C2)C1)C4=CC=CC=C4N3)(C5=C(C=C6C(=C5)C78CCN9C7C(C=CC9)(C(C(C8N6C=O)(C(=O)OC)O)OC(=O)C)CC)OC)C(=O)OC)O.OS(=O)(=O)O. Drug 2: CN(CCCl)CCCl.Cl. Cell line: DU-145. Synergy scores: CSS=56.9, Synergy_ZIP=-3.48, Synergy_Bliss=-4.85, Synergy_Loewe=-2.43, Synergy_HSA=-1.95.